This data is from NCI-60 drug combinations with 297,098 pairs across 59 cell lines. The task is: Regression. Given two drug SMILES strings and cell line genomic features, predict the synergy score measuring deviation from expected non-interaction effect. (1) Drug 1: CN(C)C1=NC(=NC(=N1)N(C)C)N(C)C. Drug 2: C1CC(=O)NC(=O)C1N2C(=O)C3=CC=CC=C3C2=O. Cell line: NCI-H522. Synergy scores: CSS=-2.98, Synergy_ZIP=1.98, Synergy_Bliss=3.65, Synergy_Loewe=0.248, Synergy_HSA=0.248. (2) Drug 1: CC1CC2C3CCC4=CC(=O)C=CC4(C3(C(CC2(C1(C(=O)CO)O)C)O)F)C. Synergy scores: CSS=46.6, Synergy_ZIP=0.987, Synergy_Bliss=-2.65, Synergy_Loewe=-30.2, Synergy_HSA=-1.98. Drug 2: CC1CC(C(C(C=C(C(C(C=CC=C(C(=O)NC2=CC(=O)C(=C(C1)C2=O)OC)C)OC)OC(=O)N)C)C)O)OC. Cell line: NCIH23. (3) Cell line: SR. Synergy scores: CSS=4.88, Synergy_ZIP=-3.32, Synergy_Bliss=-9.47, Synergy_Loewe=-12.5, Synergy_HSA=-12.4. Drug 2: CC1=C(C(=CC=C1)Cl)NC(=O)C2=CN=C(S2)NC3=CC(=NC(=N3)C)N4CCN(CC4)CCO. Drug 1: C1=NC2=C(N=C(N=C2N1C3C(C(C(O3)CO)O)O)F)N. (4) Drug 1: COCCOC1=C(C=C2C(=C1)C(=NC=N2)NC3=CC=CC(=C3)C#C)OCCOC. Synergy scores: CSS=17.7, Synergy_ZIP=-3.33, Synergy_Bliss=-3.55, Synergy_Loewe=-27.6, Synergy_HSA=-2.21. Cell line: HCT116. Drug 2: CC1(CCCN1)C2=NC3=C(C=CC=C3N2)C(=O)N. (5) Drug 2: C(CC(=O)O)C(=O)CN.Cl. Drug 1: C#CCC(CC1=CN=C2C(=N1)C(=NC(=N2)N)N)C3=CC=C(C=C3)C(=O)NC(CCC(=O)O)C(=O)O. Synergy scores: CSS=7.57, Synergy_ZIP=-1.54, Synergy_Bliss=1.68, Synergy_Loewe=-1.24, Synergy_HSA=0.256. Cell line: NCI-H226. (6) Drug 1: CC1C(C(CC(O1)OC2CC(OC(C2O)C)OC3=CC4=CC5=C(C(=O)C(C(C5)C(C(=O)C(C(C)O)O)OC)OC6CC(C(C(O6)C)O)OC7CC(C(C(O7)C)O)OC8CC(C(C(O8)C)O)(C)O)C(=C4C(=C3C)O)O)O)O. Drug 2: CC(C)(C#N)C1=CC(=CC(=C1)CN2C=NC=N2)C(C)(C)C#N. Cell line: HCT-15. Synergy scores: CSS=22.0, Synergy_ZIP=2.89, Synergy_Bliss=2.30, Synergy_Loewe=-11.5, Synergy_HSA=-3.34. (7) Drug 1: CC1OCC2C(O1)C(C(C(O2)OC3C4COC(=O)C4C(C5=CC6=C(C=C35)OCO6)C7=CC(=C(C(=C7)OC)O)OC)O)O. Drug 2: CCCCC(=O)OCC(=O)C1(CC(C2=C(C1)C(=C3C(=C2O)C(=O)C4=C(C3=O)C=CC=C4OC)O)OC5CC(C(C(O5)C)O)NC(=O)C(F)(F)F)O. Cell line: IGROV1. Synergy scores: CSS=22.8, Synergy_ZIP=-9.32, Synergy_Bliss=3.08, Synergy_Loewe=3.75, Synergy_HSA=4.18.